Binary Classification. Given a drug SMILES string, predict its activity (active/inactive) in a high-throughput screening assay against a specified biological target. From a dataset of HIV replication inhibition screening data with 41,000+ compounds from the AIDS Antiviral Screen. (1) The molecule is NP(=O)(Nc1ccccc1)Nc1ccccc1. The result is 0 (inactive). (2) The compound is CCOC(=O)CC1=NC(=Nc2cc(Cl)ccc2Cl)SC1. The result is 0 (inactive).